From a dataset of Reaction yield outcomes from USPTO patents with 853,638 reactions. Predict the reaction yield, written as a fraction of the theoretical maximum amount of product (1.0 means a 100% yield; for example, 0.34 means a 34% yield). (1) The reactants are [CH3:1][C:2]1([CH3:18])[C@H:6]([NH:7]C(=O)C2C=CC=CC=2)[CH2:5][CH2:4][S:3]1(=[O:17])=[O:16].[ClH:19]. No catalyst specified. The product is [ClH:19].[CH3:1][C:2]1([CH3:18])[C@H:6]([NH2:7])[CH2:5][CH2:4][S:3]1(=[O:17])=[O:16]. The yield is 0.669. (2) The catalyst is C(Cl)Cl.CN(C=O)C.O.C(OCC)C. The product is [N:33]([CH2:11][C@@H:10]([NH:13][C:14](=[O:20])[O:15][C:16]([CH3:19])([CH3:18])[CH3:17])[CH2:9][C:3]1[CH:4]=[CH:5][C:6]([Cl:8])=[CH:7][C:2]=1[Cl:1])=[N+:34]=[N-:35]. The reactants are [Cl:1][C:2]1[CH:7]=[C:6]([Cl:8])[CH:5]=[CH:4][C:3]=1[CH2:9][C@H:10]([NH:13][C:14](=[O:20])[O:15][C:16]([CH3:19])([CH3:18])[CH3:17])[CH2:11]O.C(N(CC)CC)C.CS(Cl)(=O)=O.[N-:33]=[N+:34]=[N-:35].[Na+]. The yield is 0.590. (3) The reactants are [N:1]12[CH2:8][CH2:7][C:4]([C:9]([C:17]3[CH:22]=[CH:21][CH:20]=[CH:19][CH:18]=3)([C:11]3[CH:16]=[CH:15][CH:14]=[CH:13][CH:12]=3)[OH:10])([CH2:5][CH2:6]1)[CH2:3][CH2:2]2.[Br:23][CH2:24][CH2:25][O:26][CH2:27][C:28]1[CH:33]=[CH:32][CH:31]=[C:30]([O:34][CH3:35])[CH:29]=1. The catalyst is CC#N. The product is [Br-:23].[OH:10][C:9]([C:17]1[CH:22]=[CH:21][CH:20]=[CH:19][CH:18]=1)([C:11]1[CH:12]=[CH:13][CH:14]=[CH:15][CH:16]=1)[C:4]12[CH2:5][CH2:6][N+:1]([CH2:24][CH2:25][O:26][CH2:27][C:28]3[CH:33]=[CH:32][CH:31]=[C:30]([O:34][CH3:35])[CH:29]=3)([CH2:2][CH2:3]1)[CH2:8][CH2:7]2. The yield is 0.140. (4) The reactants are [N+:1]([C:4]1[CH:10]=[CH:9][C:7]([NH2:8])=[CH:6][CH:5]=1)([O-:3])=[O:2].[O:11]=[CH:12][C@@H:13]([C@H:15]([C@@H:17]([C@@H:19]([CH2:21][OH:22])[OH:20])[OH:18])[OH:16])O.S(=O)(=O)(O)O.C(=O)(O)[O-].[Na+]. The catalyst is CO. The product is [N+:1]([C:4]1[CH:10]=[CH:9][C:7]([NH:8][C@@H:21]2[O:22][C@H:13]([CH2:12][OH:11])[C@@H:15]([OH:16])[C@H:17]([OH:18])[C@H:19]2[OH:20])=[CH:6][CH:5]=1)([O-:3])=[O:2]. The yield is 0.210.